From a dataset of Catalyst prediction with 721,799 reactions and 888 catalyst types from USPTO. Predict which catalyst facilitates the given reaction. (1) Reactant: [NH:1]1[C:9]2[C:4](=[CH:5][CH:6]=[CH:7][CH:8]=2)[CH2:3][C@H:2]1[C:10](O)=[O:11]. Product: [NH:1]1[C:9]2[C:4](=[CH:5][CH:6]=[CH:7][CH:8]=2)[CH2:3][C@H:2]1[CH2:10][OH:11]. The catalyst class is: 1. (2) Reactant: [F:1][C:2]1([F:20])[CH2:5][N:4]([C:6]2[C:7]([O:14][CH2:15][C:16]([F:19])([F:18])[F:17])=[CH:8][C:9]([C:12]#N)=[N:10][CH:11]=2)[CH2:3]1.[OH-:21].[K+].C(OCC)(=[O:25])C.Cl. Product: [F:1][C:2]1([F:20])[CH2:5][N:4]([C:6]2[C:7]([O:14][CH2:15][C:16]([F:19])([F:18])[F:17])=[CH:8][C:9]([C:12]([OH:25])=[O:21])=[N:10][CH:11]=2)[CH2:3]1. The catalyst class is: 88. (3) Reactant: [NH2:1][CH2:2][C:3]1[CH:4]=[CH:5][C:6]2[S:10][C:9](CC(C)C)=[N:8][C:7]=2[CH:15]=1.[H-].[Al+3].[Li+].[H-].[H-].[H-].C(C1SC2C=CC(C#N)=CC=2N=1)C(C)C.[OH-:37].[Na+]. Product: [O:37]=[C:9]1[NH:8][C:7]2[CH:15]=[C:3]([C:2]#[N:1])[CH:4]=[CH:5][C:6]=2[S:10]1. The catalyst class is: 20. (4) Reactant: [CH:1]12[CH2:6][CH:5]1[CH2:4][N:3]([C:7]1[N:12]=[C:11]([NH:13][CH2:14][C:15]3[CH:20]=[CH:19][C:18]([O:21][CH3:22])=[C:17]([Cl:23])[CH:16]=3)[C:10]([C:24]([OH:26])=O)=[CH:9][N:8]=1)[CH2:2]2.[OH:27][C@H:28]1[CH2:33][CH2:32][C@H:31]([NH2:34])[CH2:30][CH2:29]1.CN(C(ON1N=NC2C=CC=NC1=2)=[N+](C)C)C.F[P-](F)(F)(F)(F)F.CCN(C(C)C)C(C)C. Product: [CH:1]12[CH2:6][CH:5]1[CH2:4][N:3]([C:7]1[N:12]=[C:11]([NH:13][CH2:14][C:15]3[CH:20]=[CH:19][C:18]([O:21][CH3:22])=[C:17]([Cl:23])[CH:16]=3)[C:10]([C:24]([NH:34][C@H:31]3[CH2:32][CH2:33][C@H:28]([OH:27])[CH2:29][CH2:30]3)=[O:26])=[CH:9][N:8]=1)[CH2:2]2. The catalyst class is: 1. (5) Reactant: C([O-])=O.[NH4+].[F:5][C:6]1[CH:31]=[C:30]([NH:32][CH2:33]CC2C=CC=CC=2)[CH:29]=[CH:28][C:7]=1[C:8]([NH:10][C@H:11]([C:21]([O:23][C:24]([CH3:27])([CH3:26])[CH3:25])=[O:22])[CH2:12][CH2:13][C:14]([O:16][C:17]([CH3:20])([CH3:19])[CH3:18])=[O:15])=[O:9]. Product: [F:5][C:6]1[CH:31]=[C:30]([NH:32][CH3:33])[CH:29]=[CH:28][C:7]=1[C:8]([NH:10][C@H:11]([C:21]([O:23][C:24]([CH3:26])([CH3:27])[CH3:25])=[O:22])[CH2:12][CH2:13][C:14]([O:16][C:17]([CH3:18])([CH3:19])[CH3:20])=[O:15])=[O:9]. The catalyst class is: 43. (6) The catalyst class is: 13. Product: [C:29]([OH:36])(=[O:35])/[CH:30]=[CH:31]/[C:32]([OH:34])=[O:33].[N:1]12[CH2:8][CH2:7][CH:4]([CH2:5][CH2:6]1)[CH:3]([O:9][C:10]1[CH:15]=[CH:14][C:13]([N:16]([C:17]3[CH:21]=[CH:20][S:19][CH:18]=3)[C:22]3[CH:26]=[CH:25][S:24][CH:23]=3)=[CH:12][CH:11]=1)[CH2:2]2. Reactant: [N:1]12[CH2:8][CH2:7][CH:4]([CH2:5][CH2:6]1)[CH:3]([O:9][C:10]1[CH:15]=[CH:14][C:13]([N:16]([C:22]3[CH:26]=[CH:25][S:24][CH:23]=3)[C:17]3[CH:21]=[CH:20][S:19][CH:18]=3)=[CH:12][CH:11]=1)[CH2:2]2.CO.[C:29]([OH:36])(=[O:35])/[CH:30]=[CH:31]/[C:32]([OH:34])=[O:33].